Dataset: TCR-epitope binding with 47,182 pairs between 192 epitopes and 23,139 TCRs. Task: Binary Classification. Given a T-cell receptor sequence (or CDR3 region) and an epitope sequence, predict whether binding occurs between them. (1) The epitope is FLPRVFSAV. The TCR CDR3 sequence is CASSLGGGHTETQYF. Result: 1 (the TCR binds to the epitope). (2) The epitope is HTTDPSFLGRY. The TCR CDR3 sequence is CASSNIETVYGYTF. Result: 1 (the TCR binds to the epitope). (3) The epitope is KLGGALQAK. The TCR CDR3 sequence is CASSLQLGENTEAFF. Result: 1 (the TCR binds to the epitope). (4) The epitope is RAKFKQLL. The TCR CDR3 sequence is CASSEPAGVGETQYF. Result: 1 (the TCR binds to the epitope). (5) The epitope is PKYVKQNTLKLAT. The TCR CDR3 sequence is CASGDLDSIEAFF. Result: 0 (the TCR does not bind to the epitope). (6) Result: 1 (the TCR binds to the epitope). The epitope is SEETGTLIV. The TCR CDR3 sequence is CASRVTSGSPYEQYF. (7) The epitope is EIYKRWII. The TCR CDR3 sequence is CSVGAGLTWANYGYTF. Result: 1 (the TCR binds to the epitope).